From a dataset of Forward reaction prediction with 1.9M reactions from USPTO patents (1976-2016). Predict the product of the given reaction. (1) Given the reactants Cl[C:2]1[N:7]=[CH:6][C:5]([CH2:8][O:9][CH:10]2[CH2:15][CH2:14][N:13]([C:16]([O:18][C:19]([CH3:22])([CH3:21])[CH3:20])=[O:17])[CH2:12][CH2:11]2)=[CH:4][CH:3]=1.[CH3:23][S:24]([C:27]1[CH:28]=[C:29]2[C:33](=[CH:34][CH:35]=1)[NH:32][CH:31]=[CH:30]2)(=[O:26])=[O:25], predict the reaction product. The product is: [C:19]([O:18][C:16]([N:13]1[CH2:14][CH2:15][CH:10]([O:9][CH2:8][C:5]2[CH:6]=[N:7][C:2]([N:32]3[C:33]4[C:29](=[CH:28][C:27]([S:24]([CH3:23])(=[O:26])=[O:25])=[CH:35][CH:34]=4)[CH:30]=[CH:31]3)=[CH:3][CH:4]=2)[CH2:11][CH2:12]1)=[O:17])([CH3:22])([CH3:21])[CH3:20]. (2) Given the reactants Cl[C:2]1[C:11]2[C:6](=[CH:7][CH:8]=[CH:9][C:10]=2[O:12][CH2:13][CH2:14][N:15]([CH3:19])[C:16](=[O:18])[CH3:17])[N:5]=[CH:4][N:3]=1.[CH3:20][C:21]1[CH:22]=[C:23]([CH:25]=[CH:26][C:27]=1[O:28][C:29]1[CH:30]=[N:31][C:32]([CH3:35])=[CH:33][CH:34]=1)[NH2:24], predict the reaction product. The product is: [CH3:19][N:15]([CH2:14][CH2:13][O:12][C:10]1[CH:9]=[CH:8][CH:7]=[C:6]2[C:11]=1[C:2]([NH:24][C:23]1[CH:25]=[CH:26][C:27]([O:28][C:29]3[CH:30]=[N:31][C:32]([CH3:35])=[CH:33][CH:34]=3)=[C:21]([CH3:20])[CH:22]=1)=[N:3][CH:4]=[N:5]2)[C:16](=[O:18])[CH3:17]. (3) Given the reactants I[CH3:2].[CH3:3][NH:4][C:5]([N:7]1[CH2:12][CH2:11][O:10][CH2:9][CH:8]1[C:13]1[CH:17]=[C:16]([C:18]2[CH:23]=[CH:22][CH:21]=[C:20]([Cl:24])[CH:19]=2)[O:15][N:14]=1)=[S:6], predict the reaction product. The product is: [CH3:2][S:6][C:5]([N:7]1[CH2:12][CH2:11][O:10][CH2:9][CH:8]1[C:13]1[CH:17]=[C:16]([C:18]2[CH:23]=[CH:22][CH:21]=[C:20]([Cl:24])[CH:19]=2)[O:15][N:14]=1)=[N:4][CH3:3].